This data is from Reaction yield outcomes from USPTO patents with 853,638 reactions. The task is: Predict the reaction yield, written as a fraction of the theoretical maximum amount of product (1.0 means a 100% yield; for example, 0.34 means a 34% yield). (1) The yield is 0.980. The catalyst is CO.O. The reactants are [C:1]1([C:7]2[S:8][CH:9]=[C:10]([C:12]([O:14]CC)=[O:13])[N:11]=2)[CH:6]=[CH:5][CH:4]=[CH:3][CH:2]=1.[OH-].[Na+]. The product is [C:1]1([C:7]2[S:8][CH:9]=[C:10]([C:12]([OH:14])=[O:13])[N:11]=2)[CH:2]=[CH:3][CH:4]=[CH:5][CH:6]=1. (2) The reactants are C[Mg]Br.C([O:6][CH2:7][CH3:8])C.[CH2:9]([NH:11][CH2:12][CH3:13])[CH3:10].[Cl:14][C:15]1[CH:16]=[C:17]([CH:20]=[CH:21][C:22]=1[CH2:23][S:24][C:25]1[N:30]=[C:29](O)[CH:28]=C(C)[N:26]=1)[C:18]#[N:19]. The catalyst is C1COCC1. The product is [Cl:14][C:15]1[CH:16]=[C:17]([C:18](=[NH:19])[N:11]([CH2:12][CH3:13])[CH2:9][CH3:10])[CH:20]=[CH:21][C:22]=1[CH2:23][S:24][C:25]1[N:26]=[C:7]([OH:6])[CH:8]=[C:29]([CH3:28])[N:30]=1. The yield is 0.150. (3) The reactants are C([Si](C)(C)[O:6][CH2:7][CH2:8][N:9]([CH3:36])[C:10]1[N:17]=[C:16]([O:18][C:19]2[CH:24]=[CH:23][C:22]([B:25]3[O:29][C:28](C)(C)C(C)(C)[O:26]3)=[C:21](C=O)[CH:20]=2)[CH:15]=[CH:14][C:11]=1[C:12]#[N:13])(C)(C)C.[BH4-].[Na+].Cl. The catalyst is CO. The product is [OH:26][B:25]1[C:22]2[CH:23]=[CH:24][C:19]([O:18][C:16]3[CH:15]=[CH:14][C:11]([C:12]#[N:13])=[C:10]([N:9]([CH2:8][CH2:7][OH:6])[CH3:36])[N:17]=3)=[CH:20][C:21]=2[CH2:28][O:29]1. The yield is 0.250. (4) The reactants are [NH2:1][C:2]1[S:3][C:4]2[C:9]([NH:10][C@H:11]([CH2:14][CH2:15][CH3:16])[CH2:12][OH:13])=[N:8][C:7]([SH:17])=[N:6][C:5]=2[N:18]=1.[Cl:19][C:20]1[CH:25]=[CH:24][C:23]([C@H:26](Cl)[CH3:27])=[CH:22][N:21]=1. No catalyst specified. The product is [NH2:1][C:2]1[S:3][C:4]2[C:9]([NH:10][C@H:11]([CH2:14][CH2:15][CH3:16])[CH2:12][OH:13])=[N:8][C:7]([S:17][C@H:26]([C:23]3[CH:22]=[N:21][C:20]([Cl:19])=[CH:25][CH:24]=3)[CH3:27])=[N:6][C:5]=2[N:18]=1. The yield is 0.220. (5) The catalyst is [OH-].[Na+].O. The reactants are [CH3:1][O:2][C:3]1[C:8]2[N:9]=[C:10]([NH:12][C:13]([C:15]3[CH:38]=[CH:37][C:18]([CH2:19][N:20]([CH3:36])[CH2:21][CH2:22][O:23]C(=O)C4C=CC(OC)=C(OC)C=4)=[CH:17][CH:16]=3)=[O:14])[S:11][C:7]=2[C:6]([N:39]2[CH2:44][CH2:43][O:42][CH2:41][CH2:40]2)=[CH:5][CH:4]=1.C(O)C. The yield is 0.480. The product is [OH:23][CH2:22][CH2:21][N:20]([CH2:19][C:18]1[CH:17]=[CH:16][C:15]([C:13]([NH:12][C:10]2[S:11][C:7]3[C:6]([N:39]4[CH2:44][CH2:43][O:42][CH2:41][CH2:40]4)=[CH:5][CH:4]=[C:3]([O:2][CH3:1])[C:8]=3[N:9]=2)=[O:14])=[CH:38][CH:37]=1)[CH3:36]. (6) The reactants are [C:1]1(=O)[CH2:5][CH2:4][CH2:3][CH2:2]1.[Si]([C:11]#[N:12])(C)(C)C.[CH2:13]([NH2:20])[C:14]1[CH:19]=[CH:18][CH:17]=[CH:16][CH:15]=1. No catalyst specified. The product is [CH2:13]([NH:20][C:1]1([C:11]#[N:12])[CH2:5][CH2:4][CH2:3][CH2:2]1)[C:14]1[CH:19]=[CH:18][CH:17]=[CH:16][CH:15]=1. The yield is 0.850. (7) The reactants are C1(=NO)CCCCC1.[C:9]1([C:15](O)([CH3:17])[CH3:16])[CH:14]=[CH:13][CH:12]=[CH:11][CH:10]=1.[H][H]. The catalyst is [Pd].C1(C)C=CC=CC=1. The product is [C:9]1([CH:15]([CH3:17])[CH3:16])[CH:14]=[CH:13][CH:12]=[CH:11][CH:10]=1. The yield is 0.152. (8) The reactants are Cl[C:2]1[CH:10]=[CH:9][C:5]([C:6]([OH:8])=[O:7])=[CH:4][N:3]=1.[OH-].[K+].[CH:13]1([OH:19])[CH2:18][CH2:17][CH2:16][CH2:15][CH2:14]1.Cl. The product is [CH:13]1([O:19][C:2]2[N:3]=[CH:4][C:5]([C:6]([OH:8])=[O:7])=[CH:9][CH:10]=2)[CH2:18][CH2:17][CH2:16][CH2:15][CH2:14]1. The yield is 0.550. The catalyst is CS(C)=O.